From a dataset of Reaction yield outcomes from USPTO patents with 853,638 reactions. Predict the reaction yield, written as a fraction of the theoretical maximum amount of product (1.0 means a 100% yield; for example, 0.34 means a 34% yield). (1) The reactants are [NH2:1][C:2]1[CH:7]=[CH:6][C:5]([C:8]2[N:13]=[C:12]([N:14]3[CH2:19][CH2:18][O:17][CH2:16][CH2:15]3)[N:11]=[C:10]([C:20]3[CH:25]=[CH:24][C:23]([NH:26][C:27]([NH:29][CH3:30])=[O:28])=[CH:22][CH:21]=3)[N:9]=2)=[CH:4][CH:3]=1.[N:31]1[CH:36]=[CH:35][C:34]([NH:37][C:38](=[O:46])OC2C=CC=CC=2)=[CH:33][CH:32]=1. No catalyst specified. The product is [CH3:30][NH:29][C:27]([NH:26][C:23]1[CH:22]=[CH:21][C:20]([C:10]2[N:11]=[C:12]([N:14]3[CH2:15][CH2:16][O:17][CH2:18][CH2:19]3)[N:13]=[C:8]([C:5]3[CH:4]=[CH:3][C:2]([NH:1][C:38](=[O:46])[NH:37][C:34]4[CH:33]=[CH:32][N:31]=[CH:36][CH:35]=4)=[CH:7][CH:6]=3)[N:9]=2)=[CH:25][CH:24]=1)=[O:28]. The yield is 0.0390. (2) The reactants are [NH2:1][C:2]1[C:10]([CH3:11])=[CH:9][CH:8]=[CH:7][C:3]=1[C:4]([OH:6])=[O:5].[BrH:12]. The catalyst is CS(C)=O. The product is [NH2:1][C:2]1[C:10]([CH3:11])=[CH:9][C:8]([Br:12])=[CH:7][C:3]=1[C:4]([OH:6])=[O:5]. The yield is 0.850.